Dataset: Full USPTO retrosynthesis dataset with 1.9M reactions from patents (1976-2016). Task: Predict the reactants needed to synthesize the given product. Given the product [CH3:17][N:15]([CH3:16])[C:11]1[C:12]([CH3:14])=[CH:13][C:8]2[NH:7][C:33](=[O:34])[CH2:35][C:19]([C:20]3[CH:26]=[C:25]([CH:24]=[CH:23][CH:21]=3)[C:29]#[N:30])=[N:18][C:9]=2[CH:10]=1, predict the reactants needed to synthesize it. The reactants are: C(OC(=O)[NH:7][C:8]1[CH:13]=[C:12]([CH3:14])[C:11]([N:15]([CH3:17])[CH3:16])=[CH:10][C:9]=1[NH:18][C:19](=O)[CH2:20][C:21]([C:23]1C=C[CH:26]=[C:25]([C:29]#[N:30])[CH:24]=1)=O)(C)(C)C.[C:33](O)([C:35](F)(F)F)=[O:34].